From a dataset of Forward reaction prediction with 1.9M reactions from USPTO patents (1976-2016). Predict the product of the given reaction. Given the reactants [CH2:1]([CH:4]1[CH2:9][CH2:8][CH:7]([SH:10])[CH2:6][CH2:5]1)[CH2:2][CH3:3].[OH-:11].[Na+].ClCCl.[CH2:16]([OH:18])C, predict the reaction product. The product is: [CH2:1]([CH:4]1[CH2:9][CH2:8][CH:7]([S:10][O:11][CH2:16][O:18][S:10][CH:7]2[CH2:8][CH2:9][CH:4]([CH2:1][CH2:2][CH3:3])[CH2:5][CH2:6]2)[CH2:6][CH2:5]1)[CH2:2][CH3:3].